The task is: Predict the reaction yield, written as a fraction of the theoretical maximum amount of product (1.0 means a 100% yield; for example, 0.34 means a 34% yield).. This data is from Reaction yield outcomes from USPTO patents with 853,638 reactions. (1) The reactants are [F:1][C:2]1[CH:7]=[CH:6][C:5]([C:8]2[C:12]([CH2:13][NH:14][C:15]3[CH:16]=[C:17]([C:20]([OH:22])=O)[NH:18][N:19]=3)=[C:11]([CH3:23])[O:10][N:9]=2)=[CH:4][CH:3]=1.[CH2:24]([NH2:26])[CH3:25]. No catalyst specified. The yield is 0.410. The product is [CH2:24]([NH:26][C:20]([C:17]1[NH:18][N:19]=[C:15]([NH:14][CH2:13][C:12]2[C:8]([C:5]3[CH:4]=[CH:3][C:2]([F:1])=[CH:7][CH:6]=3)=[N:9][O:10][C:11]=2[CH3:23])[CH:16]=1)=[O:22])[CH3:25]. (2) The reactants are [F:1][C:2]([F:13])([F:12])[C:3]1[N:4]=[C:5]2[CH:10]=[N:9][CH:8]=[CH:7][N:6]2[CH:11]=1.C[OH:15]. The catalyst is [Pd]. The product is [OH-:15].[NH4+:4].[F:12][C:2]([F:1])([F:13])[C:3]1[N:4]=[C:5]2[CH2:10][NH:9][CH2:8][CH2:7][N:6]2[CH:11]=1. The yield is 0.0100. (3) The reactants are C(OC([N:8]1[C:12]2[CH:13]=[CH:14][CH:15]=[CH:16][C:11]=2[N:10]=[C:9]1[CH2:17][N:18]([CH2:29][CH2:30][N:31]1[CH:35]=[CH:34][N:33]=[CH:32]1)[CH:19]1[C:28]2[N:27]=[CH:26][CH:25]=[CH:24][C:23]=2[CH2:22][CH2:21][CH2:20]1)=O)(C)(C)C.C(O)(C(F)(F)F)=O.C(Cl)Cl. No catalyst specified. The product is [NH:8]1[C:12]2[CH:13]=[CH:14][CH:15]=[CH:16][C:11]=2[N:10]=[C:9]1[CH2:17][N:18]([CH2:29][CH2:30][N:31]1[CH:35]=[CH:34][N:33]=[CH:32]1)[CH:19]1[C:28]2[N:27]=[CH:26][CH:25]=[CH:24][C:23]=2[CH2:22][CH2:21][CH2:20]1. The yield is 0.830.